Dataset: Reaction yield outcomes from USPTO patents with 853,638 reactions. Task: Predict the reaction yield, written as a fraction of the theoretical maximum amount of product (1.0 means a 100% yield; for example, 0.34 means a 34% yield). (1) The catalyst is O. The reactants are F[C:2]1[CH:9]=[CH:8][C:5]([C:6]#[N:7])=[CH:4][CH:3]=1.[NH2:10][CH2:11][CH2:12][CH2:13][OH:14]. The yield is 0.970. The product is [OH:14][CH2:13][CH2:12][CH2:11][NH:10][C:2]1[CH:9]=[CH:8][C:5]([C:6]#[N:7])=[CH:4][CH:3]=1. (2) The reactants are [Cl:1][C:2]1[C:6](Cl)=[N:5][S:4][N:3]=1.O.O.O.O.O.O.[NH:14]1[CH2:19][CH2:18][NH:17][CH2:16][CH2:15]1.[OH-].[Na+]. The catalyst is CN(C=O)C.[Cl-].[Na+].O. The product is [ClH:1].[Cl:1][C:2]1[C:6]([N:14]2[CH2:19][CH2:18][NH:17][CH2:16][CH2:15]2)=[N:5][S:4][N:3]=1. The yield is 0.520. (3) The reactants are [CH3:1][C:2]1[CH2:7][C:6]2([CH2:12][CH2:11][CH2:10][CH2:9][CH2:8]2)[O:5][CH2:4][CH:3]=1.[H][H]. The catalyst is [Ni].C(O)(C)C. The product is [CH3:1][CH:2]1[CH2:7][C:6]2([CH2:12][CH2:11][CH2:10][CH2:9][CH2:8]2)[O:5][CH2:4][CH2:3]1. The yield is 0.930. (4) The reactants are O[CH:2]([C:6]1[CH:11]=[CH:10][C:9]([CH:12]([CH3:14])[CH3:13])=[CH:8][CH:7]=1)[C:3]([OH:5])=[O:4].[CH3:15][C:16]1[C:21]([CH3:22])=[CH:20][CH:19]=[CH:18][C:17]=1O. The catalyst is CO. The product is [CH:12]([C:9]1[CH:10]=[CH:11][C:6]([CH:2]2[C:19]3[CH:18]=[CH:17][C:16]([CH3:15])=[C:21]([CH3:22])[C:20]=3[O:5][C:3]2=[O:4])=[CH:7][CH:8]=1)([CH3:14])[CH3:13]. The yield is 0.440. (5) The reactants are C(=O)([O-])[O-].[Cs+].[Cs+].[C:7]([O:11][C:12](=[O:29])[NH:13][C:14]([CH3:28])([CH3:27])[CH2:15][N:16]([C:23](=[O:26])[CH2:24]Br)[C:17]1[CH:22]=[CH:21][CH:20]=[CH:19][CH:18]=1)([CH3:10])([CH3:9])[CH3:8].O. The catalyst is CN(C)C=O. The product is [C:7]([O:11][C:12]([N:13]1[CH2:24][C:23](=[O:26])[N:16]([C:17]2[CH:22]=[CH:21][CH:20]=[CH:19][CH:18]=2)[CH2:15][C:14]1([CH3:28])[CH3:27])=[O:29])([CH3:10])([CH3:9])[CH3:8]. The yield is 0.530. (6) The reactants are [NH2:1][C:2]1[C:3]([NH:12][CH2:13][CH:14]([O:17][CH3:18])[O:15][CH3:16])=[C:4]([CH:9]=[CH:10][CH:11]=1)[C:5]([O:7][CH3:8])=[O:6].N1C=CN=C1[C:24](C1NC=CN=1)=[O:25]. The catalyst is C1COCC1. The product is [CH3:16][O:15][CH:14]([O:17][CH3:18])[CH2:13][N:12]1[C:3]2[C:4]([C:5]([O:7][CH3:8])=[O:6])=[CH:9][CH:10]=[CH:11][C:2]=2[NH:1][C:24]1=[O:25]. The yield is 0.600. (7) The reactants are Cl[C:2]1[C:3]2[S:22][CH2:21][CH2:20][C:4]=2[N:5]=[C:6]([N:8]2[CH2:13][CH2:12][N:11]([C:14]3[CH:19]=[CH:18][CH:17]=[CH:16][CH:15]=3)[CH2:10][CH2:9]2)[N:7]=1.[CH2:23]([NH2:26])[CH2:24][CH3:25]. The catalyst is O. The product is [C:14]1([N:11]2[CH2:12][CH2:13][N:8]([C:6]3[N:7]=[C:2]([CH2:25][CH2:24][CH2:23][NH2:26])[C:3]4[S:22][CH2:21][CH2:20][C:4]=4[N:5]=3)[CH2:9][CH2:10]2)[CH:19]=[CH:18][CH:17]=[CH:16][CH:15]=1. The yield is 0.760. (8) The reactants are [NH2:1][C:2]1[CH:3]=[C:4]([C:16](=[O:18])[CH3:17])[CH:5]=[CH:6][C:7]=1[O:8][CH2:9][C:10]1[CH:15]=[CH:14][CH:13]=[CH:12][CH:11]=1.[CH:19]([S:22](Cl)(=[O:24])=[O:23])([CH3:21])[CH3:20]. The catalyst is C(Cl)Cl.N1C=CC=CC=1. The product is [C:16]([C:4]1[CH:5]=[CH:6][C:7]([O:8][CH2:9][C:10]2[CH:15]=[CH:14][CH:13]=[CH:12][CH:11]=2)=[C:2]([NH:1][S:22]([CH:19]([CH3:21])[CH3:20])(=[O:24])=[O:23])[CH:3]=1)(=[O:18])[CH3:17]. The yield is 0.300. (9) The reactants are [H-].[Na+].[C:3]([O:7][C:8]([N:10]1[CH2:13][CH:12]([OH:14])[CH2:11]1)=[O:9])([CH3:6])([CH3:5])[CH3:4].Br[CH2:16][CH2:17][F:18].[Cl-].[NH4+]. The catalyst is C(OCC)(=O)C.CN(C=O)C. The product is [C:3]([O:7][C:8]([N:10]1[CH2:13][CH:12]([O:14][CH2:16][CH2:17][F:18])[CH2:11]1)=[O:9])([CH3:6])([CH3:4])[CH3:5]. The yield is 0.460.